From a dataset of Reaction yield outcomes from USPTO patents with 853,638 reactions. Predict the reaction yield, written as a fraction of the theoretical maximum amount of product (1.0 means a 100% yield; for example, 0.34 means a 34% yield). (1) The reactants are Br[C:2]1[CH:3]=[N:4][N:5]2[C:10]([CH:11]([F:13])[F:12])=[CH:9][C:8]([C:14]3[CH:19]=[CH:18][C:17]([C:20]([F:23])([F:22])[F:21])=[CH:16][CH:15]=3)=[N:7][C:6]=12.[CH3:24][Si:25]([C:28]#[CH:29])([CH3:27])[CH3:26]. No catalyst specified. The product is [F:12][CH:11]([F:13])[C:10]1[N:5]2[N:4]=[CH:3][C:2]([C:29]#[C:28][Si:25]([CH3:27])([CH3:26])[CH3:24])=[C:6]2[N:7]=[C:8]([C:14]2[CH:19]=[CH:18][C:17]([C:20]([F:23])([F:22])[F:21])=[CH:16][CH:15]=2)[CH:9]=1. The yield is 0.990. (2) The reactants are [CH2:1]([O:8][C:9]1[C:14]([CH2:15][N:16]2[CH2:25][CH2:24][C:23]3[C:18](=[C:19]([Cl:36])[C:20]([CH:27]([CH:31]4[CH2:35][CH2:34][O:33][CH2:32]4)[C:28]([OH:30])=[O:29])=[CH:21][C:22]=3[Cl:26])[C:17]2=[O:37])=[C:13]([CH3:38])[CH:12]=[C:11]([CH3:39])[N:10]=1)[C:2]1[CH:7]=[CH:6][CH:5]=[CH:4][CH:3]=1.[C:40](=O)([O-])[O-].[K+].[K+].IC. The catalyst is CN(C)C=O.O.C(OCC)(=O)C. The product is [CH2:1]([O:8][C:9]1[C:14]([CH2:15][N:16]2[CH2:25][CH2:24][C:23]3[C:18](=[C:19]([Cl:36])[C:20]([CH:27]([CH:31]4[CH2:35][CH2:34][O:33][CH2:32]4)[C:28]([O:30][CH3:40])=[O:29])=[CH:21][C:22]=3[Cl:26])[C:17]2=[O:37])=[C:13]([CH3:38])[CH:12]=[C:11]([CH3:39])[N:10]=1)[C:2]1[CH:7]=[CH:6][CH:5]=[CH:4][CH:3]=1. The yield is 0.901. (3) The reactants are C([O:3][C:4](=[O:26])[CH2:5][O:6][C:7]1[CH:12]=[C:11]([O:13][C:14]2[CH:23]=[CH:22][C:17]3[B:18]([OH:21])[O:19][CH2:20][C:16]=3[CH:15]=2)[CH:10]=[CH:9][C:8]=1[C:24]#[N:25])C.[Li+].[OH-].O.Cl. The catalyst is C1COCC1. The product is [C:24]([C:8]1[CH:9]=[CH:10][C:11]([O:13][C:14]2[CH:23]=[CH:22][C:17]3[B:18]([OH:21])[O:19][CH2:20][C:16]=3[CH:15]=2)=[CH:12][C:7]=1[O:6][CH2:5][C:4]([OH:26])=[O:3])#[N:25]. The yield is 0.580. (4) The reactants are [CH3:1][O:2][C:3]1[CH:8]=[C:7]([CH3:9])[C:6]([S:10]([N:13]2[CH2:18][CH2:17][CH2:16][CH2:15][C@H:14]2[CH2:19][O:20][CH2:21][C:22]([OH:24])=O)(=[O:12])=[O:11])=[C:5]([CH3:25])[CH:4]=1.[N:26]1([CH2:31][CH2:32][O:33][C:34]2([C:47]3[CH:48]=[N:49][CH:50]=[CH:51][CH:52]=3)[CH2:39][CH2:38][N:37](C(OC(C)(C)C)=O)[CH2:36][CH2:35]2)[CH:30]=[N:29][CH:28]=[N:27]1. No catalyst specified. The product is [CH3:1][O:2][C:3]1[CH:4]=[C:5]([CH3:25])[C:6]([S:10]([N:13]2[CH2:18][CH2:17][CH2:16][CH2:15][C@H:14]2[CH2:19][O:20][CH2:21][C:22]([N:37]2[CH2:38][CH2:39][C:34]([C:47]3[CH:48]=[N:49][CH:50]=[CH:51][CH:52]=3)([O:33][CH2:32][CH2:31][N:26]3[CH:30]=[N:29][CH:28]=[N:27]3)[CH2:35][CH2:36]2)=[O:24])(=[O:12])=[O:11])=[C:7]([CH3:9])[CH:8]=1. The yield is 0.240. (5) The reactants are [C:1]([OH:7])(=[O:6])[CH2:2][C:3]([OH:5])=[O:4].[CH2:8]([K])[CH3:9].Cl. The catalyst is O. The product is [C:1]([O:7][CH2:8][CH3:9])(=[O:6])[CH2:2][C:3]([OH:5])=[O:4]. The yield is 0.990. (6) The reactants are COC1C=[C:5]([CH:41]=CC=1)[C:6]([NH:8][CH2:9][C:10]1[S:14][C:13]([S:15](N2CCC(NC3C=CC=C(S(C(F)(F)F)(=O)=O)C=3)CC2)(=[O:17])=[O:16])=[C:12](C(O)=O)[CH:11]=1)=O.[Li][C:45]([CH3:48])(C)[CH3:46].CCCCC.C1C(=O)N([Cl:61])C(=O)C1. The catalyst is CCOCC.C1COCC1. The product is [CH2:46]([N:8]([CH2:9][C:10]1[S:14][C:13]([S:15]([Cl:61])(=[O:16])=[O:17])=[CH:12][CH:11]=1)[CH2:6][CH:5]=[CH2:41])[CH:45]=[CH2:48]. The yield is 0.530. (7) The reactants are [NH2:1][C:2]1[C:3]([C:10]([O:12][CH3:13])=[O:11])=[N:4][C:5](Br)=[C:6]([F:8])[CH:7]=1.[F:14][C:15]1[CH:20]=[CH:19][CH:18]=[C:17]([F:21])[C:16]=1B(O)O. The catalyst is C1C=CC(P(C2C=CC=CC=2)[C-]2C=CC=C2)=CC=1.C1C=CC(P(C2C=CC=CC=2)[C-]2C=CC=C2)=CC=1.Cl[Pd]Cl.[Fe+2].C(Cl)Cl. The product is [NH2:1][C:2]1[C:3]([C:10]([O:12][CH3:13])=[O:11])=[N:4][C:5]([C:16]2[C:15]([F:14])=[CH:20][CH:19]=[CH:18][C:17]=2[F:21])=[C:6]([F:8])[CH:7]=1. The yield is 0.940. (8) The reactants are [CH3:1][O:2][C:3]1[CH:12]=[CH:11][C:6]([C:7]([O:9][CH3:10])=[O:8])=[CH:5][C:4]=1[CH3:13].C1C(=O)N([Br:21])C(=O)C1.C(OOC(=O)C1C=CC=CC=1)(=O)C1C=CC=CC=1. The catalyst is C(Cl)(Cl)(Cl)Cl. The product is [Br:21][CH2:13][C:4]1[CH:5]=[C:6]([CH:11]=[CH:12][C:3]=1[O:2][CH3:1])[C:7]([O:9][CH3:10])=[O:8]. The yield is 0.710. (9) The yield is 1.00. The catalyst is CO. The reactants are [C:1]([N:6]1[CH2:11][CH2:10][N:9](C(OC(C)(C)C)=O)[CH2:8][CH2:7]1)(=[O:5])[CH:2]([CH3:4])[CH3:3].Cl.CO. The product is [CH3:3][CH:2]([CH3:4])[C:1]([N:6]1[CH2:11][CH2:10][NH:9][CH2:8][CH2:7]1)=[O:5]. (10) The reactants are Br[C:2]1[C:6]2=[N:7][C:8]([C:11]([O:13][CH2:14][CH3:15])=[O:12])=[CH:9][CH:10]=[C:5]2[O:4][CH:3]=1.[CH3:16][S:17][C:18]1[CH:23]=[CH:22][C:21](B(O)O)=[CH:20][CH:19]=1. No catalyst specified. The product is [CH3:16][S:17][C:18]1[CH:23]=[CH:22][C:21]([C:2]2[C:6]3=[N:7][C:8]([C:11]([O:13][CH2:14][CH3:15])=[O:12])=[CH:9][CH:10]=[C:5]3[O:4][CH:3]=2)=[CH:20][CH:19]=1. The yield is 0.320.